The task is: Predict the reactants needed to synthesize the given product.. This data is from Full USPTO retrosynthesis dataset with 1.9M reactions from patents (1976-2016). (1) Given the product [C:3]([O:7][C:8](=[O:26])[CH2:9][CH:10]([OH:25])[CH2:11][CH2:12][C:13]1[CH:14]=[CH:15][C:16]([C:19]2[CH:24]=[CH:23][CH:22]=[CH:21][CH:20]=2)=[CH:17][CH:18]=1)([CH3:6])([CH3:4])[CH3:5], predict the reactants needed to synthesize it. The reactants are: [BH4-].[Na+].[C:3]([O:7][C:8](=[O:26])[CH2:9][C:10](=[O:25])[CH2:11][CH2:12][C:13]1[CH:18]=[CH:17][C:16]([C:19]2[CH:24]=[CH:23][CH:22]=[CH:21][CH:20]=2)=[CH:15][CH:14]=1)([CH3:6])([CH3:5])[CH3:4].Cl. (2) Given the product [CH:13]1([N:19]2[CH2:24][CH2:23][N:22]([C:10]([C@@H:8]3[CH2:9][C@H:7]3[C:1]3[CH:6]=[CH:5][CH:4]=[CH:3][CH:2]=3)=[O:11])[CH2:21][CH2:20]2)[CH2:18][CH2:17][CH2:16][CH2:15][CH2:14]1, predict the reactants needed to synthesize it. The reactants are: [C:1]1([C@@H:7]2[CH2:9][C@H:8]2[C:10](Cl)=[O:11])[CH:6]=[CH:5][CH:4]=[CH:3][CH:2]=1.[CH:13]1([N:19]2[CH2:24][CH2:23][NH:22][CH2:21][CH2:20]2)[CH2:18][CH2:17][CH2:16][CH2:15][CH2:14]1. (3) Given the product [Cl:23][C:24]1[CH:25]=[CH:26][C:27]([CH2:28][N:29]2[C:33]3([CH2:37][CH2:36][N:35]([CH:38]4[CH2:43][CH2:42][CH2:41][CH2:40][CH2:39]4)[C:34]3=[O:44])[CH2:32][C:31](=[O:45])[CH2:30]2)=[CH:46][CH:47]=1, predict the reactants needed to synthesize it. The reactants are: CC(OI1(OC(C)=O)(OC(C)=O)OC(=O)C2C=CC=CC1=2)=O.[Cl:23][C:24]1[CH:47]=[CH:46][C:27]([CH2:28][N:29]2[C:33]3([CH2:37][CH2:36][N:35]([CH:38]4[CH2:43][CH2:42][CH2:41][CH2:40][CH2:39]4)[C:34]3=[O:44])[CH2:32][C@@H:31]([OH:45])[CH2:30]2)=[CH:26][CH:25]=1.C(Cl)Cl.[O-]S([O-])(=S)=O.[Na+].[Na+].C([O-])(O)=O.[Na+].